Dataset: Forward reaction prediction with 1.9M reactions from USPTO patents (1976-2016). Task: Predict the product of the given reaction. (1) Given the reactants Cl[C:2]1[N:7]=[C:6]([Cl:8])[C:5]([C:9]#[N:10])=[CH:4][N:3]=1.[OH-].[NH4+:12], predict the reaction product. The product is: [NH2:12][C:2]1[N:7]=[C:6]([Cl:8])[C:5]([C:9]#[N:10])=[CH:4][N:3]=1. (2) Given the reactants [OH:1][C:2]1[C:9]([OH:10])=[CH:8][CH:7]=[CH:6][C:3]=1[CH:4]=[O:5].[C:11]([O-])([O-])=O.[K+].[K+].IC, predict the reaction product. The product is: [OH:10][C:9]1[C:2]([O:1][CH3:11])=[C:3]([CH:6]=[CH:7][CH:8]=1)[CH:4]=[O:5].